This data is from Full USPTO retrosynthesis dataset with 1.9M reactions from patents (1976-2016). The task is: Predict the reactants needed to synthesize the given product. (1) The reactants are: [OH:1][C:2]1[C:16]([O:17][C:18]2[CH:19]=[N:20][C:21]([S:24]([CH2:27][CH3:28])(=[O:26])=[O:25])=[CH:22][CH:23]=2)=[CH:15][C:5]2[NH:6][C:7]([C:9]3[CH:14]=[CH:13][CH:12]=[CH:11][N:10]=3)=[N:8][C:4]=2[CH:3]=1.[F:29][C:30]1[CH:35]=[CH:34][CH:33]=[C:32]([C:36]#[N:37])[C:31]=1F. Given the product [F:29][C:30]1[CH:35]=[CH:34][CH:33]=[C:32]([C:36]#[N:37])[C:31]=1[O:1][C:2]1[C:16]([O:17][C:18]2[CH:19]=[N:20][C:21]([S:24]([CH2:27][CH3:28])(=[O:25])=[O:26])=[CH:22][CH:23]=2)=[CH:15][C:5]2[NH:6][C:7]([C:9]3[CH:14]=[CH:13][CH:12]=[CH:11][N:10]=3)=[N:8][C:4]=2[CH:3]=1, predict the reactants needed to synthesize it. (2) Given the product [Br:1][C:2]1[CH:3]=[C:4]2[C:9](=[CH:10][CH:11]=1)[C:8](=[O:12])[C:7](=[O:13])[C:6]([N+:14]([O-:16])=[O:15])=[CH:5]2, predict the reactants needed to synthesize it. The reactants are: [Br:1][C:2]1[CH:3]=[C:4]2[C:9](=[CH:10][CH:11]=1)[C:8](=[O:12])[C:7](=[O:13])[CH:6]=[CH:5]2.[N+:14]([O-])([OH:16])=[O:15]. (3) Given the product [O:1]1[C:5]([C:6]2[CH:7]=[CH:8][C:9]([NH:12][N:13]=[C:14]([C:17]3[CH:22]=[CH:21][N:20]=[CH:19][CH:18]=3)[CH3:15])=[CH:10][CH:11]=2)=[CH:4][N:3]=[CH:2]1, predict the reactants needed to synthesize it. The reactants are: [O:1]1[C:5]([C:6]2[CH:11]=[CH:10][C:9]([NH:12][NH2:13])=[CH:8][CH:7]=2)=[CH:4][N:3]=[CH:2]1.[C:14]([C:17]1[CH:22]=[CH:21][N:20]=[CH:19][CH:18]=1)(=O)[CH3:15]. (4) Given the product [CH2:19]([O:21][C:22](=[O:33])[CH:23]([CH2:29][CH:30]1[CH2:32][CH2:31]1)[C:24]([O:26][CH2:27][CH3:28])=[O:25])[CH3:20], predict the reactants needed to synthesize it. The reactants are: C(OCC)(=O)CC(OCC)=O.[H-].[Na+].C1(CBr)CC1.[CH2:19]([O:21][C:22](=[O:33])[CH:23]([CH2:29][CH2:30][CH:31]=[CH2:32])[C:24]([O:26][CH2:27][CH3:28])=[O:25])[CH3:20]. (5) Given the product [Br:19][C:2]1[CH:3]=[CH:4][C:5]2[C:6]3[C:11](=[CH:10][CH:9]=[CH:8][CH:7]=3)[C:12]3[C:17](=[CH:16][CH:15]=[CH:14][CH:13]=3)[C:18]=2[CH:1]=1, predict the reactants needed to synthesize it. The reactants are: [CH:1]1[C:18]2[C:17]3[C:12](=[CH:13][CH:14]=[CH:15][CH:16]=3)[C:11]3[C:6](=[CH:7][CH:8]=[CH:9][CH:10]=3)[C:5]=2[CH:4]=[CH:3][CH:2]=1.[Br:19]Br. (6) Given the product [OH:31][C:25]([C:27]([F:30])([F:29])[F:28])=[O:26].[O:22]=[S:9]1(=[O:21])[N:10]([CH2:14][C:15]2[CH:16]=[CH:17][N:18]=[CH:19][CH:20]=2)[CH2:11][C:12](=[O:13])[NH:8]1, predict the reactants needed to synthesize it. The reactants are: COC1C=CC(C[N:8]2[C:12](=[O:13])[CH2:11][N:10]([CH2:14][C:15]3[CH:20]=[CH:19][N:18]=[CH:17][CH:16]=3)[S:9]2(=[O:22])=[O:21])=CC=1.[C:25]([OH:31])([C:27]([F:30])([F:29])[F:28])=[O:26]. (7) Given the product [NH:20]1[C:24]2[CH:25]=[CH:26][CH:27]=[CH:28][C:23]=2[N:22]=[C:21]1[C:29]1([CH2:35][NH2:36])[CH2:30][CH2:31][N:32]([C:11]2[N:19]=[CH:18][N:17]=[C:16]3[C:12]=2[N:13]=[CH:14][NH:15]3)[CH2:33][CH2:34]1, predict the reactants needed to synthesize it. The reactants are: C(N(C(C)C)C(C)C)C.Cl[C:11]1[N:19]=[CH:18][N:17]=[C:16]2[C:12]=1[N:13]=[CH:14][NH:15]2.[NH:20]1[C:24]2[CH:25]=[CH:26][CH:27]=[CH:28][C:23]=2[N:22]=[C:21]1[C:29]1([CH2:35][NH2:36])[CH2:34][CH2:33][NH:32][CH2:31][CH2:30]1.